This data is from Peptide-MHC class II binding affinity with 134,281 pairs from IEDB. The task is: Regression. Given a peptide amino acid sequence and an MHC pseudo amino acid sequence, predict their binding affinity value. This is MHC class II binding data. (1) The peptide sequence is AGSYAADLGYGPATP. The MHC is HLA-DQA10501-DQB10301 with pseudo-sequence HLA-DQA10501-DQB10301. The binding affinity (normalized) is 0.686. (2) The peptide sequence is PAEILRKSRRFAQALPVW. The MHC is DRB1_0701 with pseudo-sequence DRB1_0701. The binding affinity (normalized) is 0.646. (3) The peptide sequence is NSCAKNYNCKILPNT. The binding affinity (normalized) is 0.466. The MHC is DRB1_0901 with pseudo-sequence DRB1_0901.